Dataset: Reaction yield outcomes from USPTO patents with 853,638 reactions. Task: Predict the reaction yield, written as a fraction of the theoretical maximum amount of product (1.0 means a 100% yield; for example, 0.34 means a 34% yield). (1) The reactants are [Cl:1][C:2]1[N:7]=[C:6]([C:8]([NH2:10])=[O:9])[CH:5]=[C:4](Cl)[N:3]=1.Cl.[NH:13]1[CH2:18][CH2:17][O:16][CH2:15][CH:14]1[CH2:19][OH:20].CCN(C(C)C)C(C)C. The catalyst is C(#N)C. The product is [Cl:1][C:2]1[N:7]=[C:6]([C:8]([NH2:10])=[O:9])[CH:5]=[C:4]([N:13]2[CH2:18][CH2:17][O:16][CH2:15][CH:14]2[CH2:19][OH:20])[N:3]=1. The yield is 0.920. (2) The reactants are C(N(CC)CC)C.[OH:8][C:9]1[CH:14]=[C:13]([CH3:15])[N:12]=[C:11]([CH3:16])[CH:10]=1.[F:17][C:18]([F:31])([F:30])[S:19](O[S:19]([C:18]([F:31])([F:30])[F:17])(=[O:21])=[O:20])(=[O:21])=[O:20]. The catalyst is ClCCl.CN(C)C1C=CN=CC=1. The product is [CH3:16][C:11]1[CH:10]=[C:9]([O:8][S:19]([C:18]([F:31])([F:30])[F:17])(=[O:21])=[O:20])[CH:14]=[C:13]([CH3:15])[N:12]=1. The yield is 0.790.